From a dataset of TCR-epitope binding with 47,182 pairs between 192 epitopes and 23,139 TCRs. Binary Classification. Given a T-cell receptor sequence (or CDR3 region) and an epitope sequence, predict whether binding occurs between them. The epitope is NEGVKAAW. The TCR CDR3 sequence is CASSPTDSPYGQFF. Result: 1 (the TCR binds to the epitope).